Dataset: Full USPTO retrosynthesis dataset with 1.9M reactions from patents (1976-2016). Task: Predict the reactants needed to synthesize the given product. (1) Given the product [NH2:10][CH2:11][C@@H:12]([C:13]([N:15]([C:19]([O:21][C:22]([CH3:25])([CH3:24])[CH3:23])=[O:20])[CH2:16][CH2:17][NH:18][C:19]([O:21][C:22]([CH3:23])([CH3:24])[CH3:25])=[O:20])=[O:14])[NH2:26], predict the reactants needed to synthesize it. The reactants are: C(OC(=O)[NH:10][CH2:11][C@H:12]([NH:26]C(OC(C)(C)C)=O)[C:13]([NH:15][CH2:16][CH2:17][NH:18][C:19]([O:21][C:22]([CH3:25])([CH3:24])[CH3:23])=[O:20])=[O:14])C1C=CC=CC=1. (2) Given the product [Cl:12][P:1]([NH:19][C@H:18]([C:17]([O:16][CH2:14][CH3:15])=[O:21])[CH3:20])([O:3][C:4]1[CH:5]=[CH:6][C:7]([Cl:10])=[CH:8][CH:9]=1)=[O:2], predict the reactants needed to synthesize it. The reactants are: [P:1]([Cl:12])(Cl)([O:3][C:4]1[CH:9]=[CH:8][C:7]([Cl:10])=[CH:6][CH:5]=1)=[O:2].Cl.[CH2:14]([O:16][C:17](=[O:21])[C@H:18]([CH3:20])[NH2:19])[CH3:15].CCN(CC)CC. (3) Given the product [CH3:37][O:38][C:5]1[N:6]=[C:7]([NH:26][C:27]2[CH:32]=[CH:31][C:30]([C:33]([F:36])([F:35])[F:34])=[CH:29][CH:28]=2)[C:8]2[CH2:14][CH2:13][N:12]([C:15]3[C:20]([C:21]([F:24])([F:23])[F:22])=[CH:19][CH:18]=[CH:17][N:16]=3)[CH2:11][CH2:10][C:9]=2[N:25]=1, predict the reactants needed to synthesize it. The reactants are: CS([C:5]1[N:6]=[C:7]([NH:26][C:27]2[CH:32]=[CH:31][C:30]([C:33]([F:36])([F:35])[F:34])=[CH:29][CH:28]=2)[C:8]2[CH2:14][CH2:13][N:12]([C:15]3[C:20]([C:21]([F:24])([F:23])[F:22])=[CH:19][CH:18]=[CH:17][N:16]=3)[CH2:11][CH2:10][C:9]=2[N:25]=1)(=O)=O.[CH3:37][O-:38].[Na+]. (4) Given the product [Br:8][C:4]1[CH:5]=[CH:6][CH:7]=[C:2]([S:20][C:14]2[CH:19]=[CH:18][CH:17]=[CH:16][CH:15]=2)[N:3]=1, predict the reactants needed to synthesize it. The reactants are: Br[C:2]1[CH:7]=[CH:6][CH:5]=[C:4]([Br:8])[N:3]=1.C([Li])CCC.[C:14]1([S:20][S:20][C:14]2[CH:19]=[CH:18][CH:17]=[CH:16][CH:15]=2)[CH:19]=[CH:18][CH:17]=[CH:16][CH:15]=1. (5) Given the product [N:1]1([C:6]2[CH:7]=[CH:8][C:9]([CH2:10][C:11]3[C:12]([O:23][CH3:24])=[CH:13][C:14]([CH:21]=[O:29])=[C:15]([CH:20]=3)[C:16]([O:18][CH3:19])=[O:17])=[CH:25][CH:26]=2)[CH:5]=[CH:4][CH:3]=[N:2]1, predict the reactants needed to synthesize it. The reactants are: [N:1]1([C:6]2[CH:26]=[CH:25][C:9]([CH2:10][C:11]3[C:12]([O:23][CH3:24])=[CH:13][C:14]([CH:21]=C)=[C:15]([CH:20]=3)[C:16]([O:18][CH3:19])=[O:17])=[CH:8][CH:7]=2)[CH:5]=[CH:4][CH:3]=[N:2]1.CC(C)=[O:29].C(#N)C.I([O-])(=O)(=O)=O.[Na+].